This data is from Forward reaction prediction with 1.9M reactions from USPTO patents (1976-2016). The task is: Predict the product of the given reaction. (1) Given the reactants [OH:1][CH2:2][C:3]([O:5][CH2:6][C:7]([C:9]1[CH:14]=[CH:13][C:12]([CH2:15][CH2:16][CH2:17][CH2:18][CH2:19][CH2:20][CH2:21][CH2:22][CH2:23][CH2:24][CH2:25][CH3:26])=[CH:11][CH:10]=1)=O)=O.[C:27]([O-:30])(=O)[CH3:28].[NH4+:31], predict the reaction product. The product is: [C:27]([O:1][CH2:2][C:3]1[O:5][CH:6]=[C:7]([C:9]2[CH:14]=[CH:13][C:12]([CH2:15][CH2:16][CH2:17][CH2:18][CH2:19][CH2:20][CH2:21][CH2:22][CH2:23][CH2:24][CH2:25][CH3:26])=[CH:11][CH:10]=2)[N:31]=1)(=[O:30])[CH3:28]. (2) Given the reactants [CH:1]([O:4][C:5](=[O:28])[NH:6][C@@H:7]1[CH2:27][C:10]2[N:11]([CH2:20][C:21]3[CH:26]=[CH:25][CH:24]=[CH:23][N:22]=3)[C:12]3[CH:13]=[CH:14][C:15]([C:18]#N)=[CH:16][C:17]=3[C:9]=2[CH2:8]1)([CH3:3])[CH3:2].C[OH:30], predict the reaction product. The product is: [CH:1]([O:4][C:5](=[O:28])[NH:6][C@@H:7]1[CH2:27][C:10]2[N:11]([CH2:20][C:21]3[CH:26]=[CH:25][CH:24]=[CH:23][N:22]=3)[C:12]3[CH:13]=[CH:14][C:15]([CH:18]=[O:30])=[CH:16][C:17]=3[C:9]=2[CH2:8]1)([CH3:2])[CH3:3]. (3) Given the reactants [OH-].[Na+].[CH:3]1([NH:9][C:10]2[C:15]([C:16]([O:18]CC)=[O:17])=[CH:14][N:13]=[C:12]3[N:21]([CH2:24][CH3:25])[N:22]=[CH:23][C:11]=23)[CH2:8][CH2:7][CH2:6][CH2:5][CH2:4]1.O, predict the reaction product. The product is: [CH:3]1([NH:9][C:10]2[C:15]([C:16]([OH:18])=[O:17])=[CH:14][N:13]=[C:12]3[N:21]([CH2:24][CH3:25])[N:22]=[CH:23][C:11]=23)[CH2:4][CH2:5][CH2:6][CH2:7][CH2:8]1. (4) Given the reactants [OH-].[Na+].[Br:3][C:4]1[CH:5]=[C:6]([C:16]([O:18]CC)=O)[C:7]2[CH:12]=[N:11][N:10]([CH:13]([CH3:15])[CH3:14])[C:8]=2[N:9]=1.[NH2:21][CH2:22][C:23]1[C:24](=[O:31])[NH:25][C:26]([CH3:30])=[CH:27][C:28]=1[CH3:29].C1CN([P+](ON2N=NC3C=CC=CC2=3)(N2CCCC2)N2CCCC2)CC1.F[P-](F)(F)(F)(F)F, predict the reaction product. The product is: [Br:3][C:4]1[CH:5]=[C:6]([C:16]([NH:21][CH2:22][C:23]2[C:24](=[O:31])[NH:25][C:26]([CH3:30])=[CH:27][C:28]=2[CH3:29])=[O:18])[C:7]2[CH:12]=[N:11][N:10]([CH:13]([CH3:14])[CH3:15])[C:8]=2[N:9]=1. (5) Given the reactants [C:1]([O:5][C:6](=[O:35])[C:7]([S:10][C:11]1[S:12][CH:13]=[C:14]([CH2:16][CH2:17][N:18]([CH2:27][C:28]2[CH:33]=[CH:32][C:31]([NH2:34])=[CH:30][CH:29]=2)[C:19]2[N:24]=[CH:23][C:22]([CH2:25][CH3:26])=[CH:21][N:20]=2)[N:15]=1)([CH3:9])[CH3:8])([CH3:4])([CH3:3])[CH3:2].C(N(CC)CC)C.[C:43](Cl)(=[O:46])[CH2:44][CH3:45], predict the reaction product. The product is: [C:1]([O:5][C:6](=[O:35])[C:7]([S:10][C:11]1[S:12][CH:13]=[C:14]([CH2:16][CH2:17][N:18]([C:19]2[N:24]=[CH:23][C:22]([CH2:25][CH3:26])=[CH:21][N:20]=2)[CH2:27][C:28]2[CH:29]=[CH:30][C:31]([NH:34][C:43](=[O:46])[CH2:44][CH3:45])=[CH:32][CH:33]=2)[N:15]=1)([CH3:8])[CH3:9])([CH3:2])([CH3:3])[CH3:4]. (6) Given the reactants Br[C:2]1[CH:3]=[C:4]([CH2:15][OH:16])[CH:5]=[C:6]([CH2:8][C:9]2[CH:14]=[CH:13][CH:12]=[CH:11][N:10]=2)[CH:7]=1.[C:17]([O-:20])(=O)[CH3:18].[Tl+].C1(P(C2C=CC=CC=2)CCCP(C2C=CC=CC=2)C2C=CC=CC=2)C=CC=CC=1.C(N(CC)CC)C.C(OCCCC)=C, predict the reaction product. The product is: [OH:16][CH2:15][C:4]1[CH:3]=[C:2]([C:17](=[O:20])[CH3:18])[CH:7]=[C:6]([CH2:8][C:9]2[CH:14]=[CH:13][CH:12]=[CH:11][N:10]=2)[CH:5]=1.